This data is from Forward reaction prediction with 1.9M reactions from USPTO patents (1976-2016). The task is: Predict the product of the given reaction. (1) The product is: [CH3:12][O:13][C:14]1[CH:30]=[CH:29][CH:28]=[CH:27][C:15]=1[CH2:16][NH:17][C:18]1[C:19]([CH2:20][OH:21])=[CH:23][CH:24]=[CH:25][N:26]=1. Given the reactants [H-].[Al+3].[Li+].[H-].[H-].[H-].O1CCCC1.[CH3:12][O:13][C:14]1[CH:30]=[CH:29][CH:28]=[CH:27][C:15]=1[CH2:16][NH:17][C:18]1[N:26]=[CH:25][CH:24]=[CH:23][C:19]=1[C:20](O)=[O:21].[OH-].[Na+], predict the reaction product. (2) Given the reactants [C:1]([NH:8][C@H:9]([C:20]([OH:22])=O)[CH2:10][CH2:11][CH2:12][NH:13][C:14]([C:16]([F:19])([F:18])[F:17])=[O:15])([O:3][C:4]([CH3:7])([CH3:6])[CH3:5])=[O:2].CN1CCOCC1.Cl[C:31]([O:33][CH2:34][C:35]1[CH:40]=[CH:39][CH:38]=[CH:37][CH:36]=1)=[O:32].Cl, predict the reaction product. The product is: [C:1]([NH:8][C@H:9]([C:20]([C:31]([O:33][CH2:34][C:35]1[CH:40]=[CH:39][CH:38]=[CH:37][CH:36]=1)=[O:32])=[O:22])[CH2:10][CH2:11][CH2:12][NH:13][C:14]([C:16]([F:17])([F:18])[F:19])=[O:15])([O:3][C:4]([CH3:5])([CH3:6])[CH3:7])=[O:2]. (3) Given the reactants [CH2:1]([O:3][C:4]([N:6]1[CH2:11][CH2:10][N:9]([CH:12]([CH2:22][OH:23])[C:13]#[C:14][C:15]2[CH:20]=[CH:19][CH:18]=[C:17]([Cl:21])[CH:16]=2)[CH2:8][CH2:7]1)=[O:5])[CH3:2].[H-].[Na+].[CH3:26]I, predict the reaction product. The product is: [CH2:1]([O:3][C:4]([N:6]1[CH2:11][CH2:10][N:9]([CH:12]([CH2:22][O:23][CH3:26])[C:13]#[C:14][C:15]2[CH:20]=[CH:19][CH:18]=[C:17]([Cl:21])[CH:16]=2)[CH2:8][CH2:7]1)=[O:5])[CH3:2]. (4) Given the reactants [C:1]([CH2:3][CH2:4][CH:5]1[CH2:10][CH2:9][CH:8]([N:11]([CH:27]2[CH2:29][CH2:28]2)[C:12](=[O:26])[C:13]2[CH:18]=[CH:17][C:16]([C@@:19]([OH:25])([CH3:24])[C:20]([F:23])([F:22])[F:21])=[CH:15][CH:14]=2)[CH2:7][CH2:6]1)#[N:2].[OH-].[K+].C([OH:36])(C)(C)C, predict the reaction product. The product is: [NH2:2][C:1](=[O:36])[CH2:3][CH2:4][CH:5]1[CH2:6][CH2:7][CH:8]([N:11]([CH:27]2[CH2:28][CH2:29]2)[C:12](=[O:26])[C:13]2[CH:14]=[CH:15][C:16]([C@@:19]([OH:25])([CH3:24])[C:20]([F:21])([F:22])[F:23])=[CH:17][CH:18]=2)[CH2:9][CH2:10]1. (5) Given the reactants [CH2:1]([C:9]1[CH:14]=[CH:13][C:12]([CH2:15][CH2:16][NH2:17])=[CH:11][CH:10]=1)[CH2:2][CH2:3][CH2:4][CH2:5][CH2:6][CH2:7][CH3:8].C(OC([N:25]1[CH2:29][CH2:28][C@H:27]([OH:30])[C@H:26]1[C:31](O)=[O:32])=O)(C)(C)C, predict the reaction product. The product is: [OH:30][C@H:27]1[CH2:28][CH2:29][NH:25][C@@H:26]1[C:31]([NH:17][CH2:16][CH2:15][C:12]1[CH:11]=[CH:10][C:9]([CH2:1][CH2:2][CH2:3][CH2:4][CH2:5][CH2:6][CH2:7][CH3:8])=[CH:14][CH:13]=1)=[O:32]. (6) Given the reactants [CH3:1][N:2]([CH3:6])[CH2:3][CH2:4][NH2:5].C[Al](C)C.C([O:13][C:14]([CH2:16][N:17]1[CH:21]=[C:20]([B:22]2[O:30][C:27]([CH3:29])([CH3:28])[C:24]([CH3:26])([CH3:25])[O:23]2)[CH:19]=[N:18]1)=O)C.C(C(C(C([O-])=O)O)O)([O-])=O.[Na+].[K+], predict the reaction product. The product is: [CH3:1][N:2]([CH3:6])[CH2:3][CH2:4][NH:5][C:14](=[O:13])[CH2:16][N:17]1[CH:21]=[C:20]([B:22]2[O:30][C:27]([CH3:28])([CH3:29])[C:24]([CH3:26])([CH3:25])[O:23]2)[CH:19]=[N:18]1. (7) Given the reactants CS(C1C=CC(OC2C3CC(C)(C)OC=3C=C(C(O)=O)C=2)=CC=1)(=O)=O.C[O:27][C:28]([C:30]1[CH:40]=[C:39]([O:41][C:42]2[CH:47]=[CH:46][C:45]([S:48]([CH3:51])(=[O:50])=[O:49])=[CH:44][C:43]=2[Cl:52])[C:33]2[CH2:34][C:35]([CH3:38])([CH3:37])[O:36][C:32]=2[CH:31]=1)=[O:29], predict the reaction product. The product is: [Cl:52][C:43]1[CH:44]=[C:45]([S:48]([CH3:51])(=[O:49])=[O:50])[CH:46]=[CH:47][C:42]=1[O:41][C:39]1[C:33]2[CH2:34][C:35]([CH3:38])([CH3:37])[O:36][C:32]=2[CH:31]=[C:30]([C:28]([OH:29])=[O:27])[CH:40]=1. (8) Given the reactants [Br:1][C:2]1[CH:14]=[CH:13][C:5]([CH2:6][C:7]2([C:11]#[N:12])[CH2:10][CH2:9]C2)=[C:4]([I:15])[CH:3]=1.C1(C#N)CC1.BrC1C=CC(CBr)=C(I)C=1, predict the reaction product. The product is: [Br:1][C:2]1[CH:14]=[CH:13][C:5]([CH2:6][C:7]2([C:11]#[N:12])[CH2:10][CH2:9]2)=[C:4]([I:15])[CH:3]=1. (9) The product is: [F:24][C:21]1[CH:22]=[C:23]2[C:18](=[CH:19][CH:20]=1)[NH:17][CH:16]=[C:15]2[CH2:14][CH2:13][CH2:12][N:28]1[CH2:29][CH2:30][N:25]([C:31]2[N:36]=[C:35]([C:37]#[N:38])[CH:34]=[CH:33][N:32]=2)[CH2:26][CH2:27]1. Given the reactants CC1C=CC(S(O[CH2:12][CH2:13][CH2:14][C:15]2[C:23]3[C:18](=[CH:19][CH:20]=[C:21]([F:24])[CH:22]=3)[NH:17][CH:16]=2)(=O)=O)=CC=1.[N:25]1([C:31]2[N:36]=[C:35]([C:37]#[N:38])[CH:34]=[CH:33][N:32]=2)[CH2:30][CH2:29][NH:28][CH2:27][CH2:26]1.C(=O)([O-])[O-].[K+].[K+].[I-].[K+], predict the reaction product. (10) Given the reactants [Cl:1][C:2]1[CH:3]=[C:4]([C:12]2[S:16][C:15]([C:17]3[C:18]([CH3:34])=[C:19]4[C:24](=[CH:25][CH:26]=3)[CH2:23][N:22](C(OC(C)(C)C)=O)[CH2:21][CH2:20]4)=[N:14][N:13]=2)[CH:5]=[CH:6][C:7]=1[O:8][CH:9]([CH3:11])[CH3:10].[F:35][C:36]([F:41])([F:40])[C:37]([OH:39])=[O:38], predict the reaction product. The product is: [F:35][C:36]([F:41])([F:40])[C:37]([OH:39])=[O:38].[Cl:1][C:2]1[CH:3]=[C:4]([C:12]2[S:16][C:15]([C:17]3[C:18]([CH3:34])=[C:19]4[C:24](=[CH:25][CH:26]=3)[CH2:23][NH:22][CH2:21][CH2:20]4)=[N:14][N:13]=2)[CH:5]=[CH:6][C:7]=1[O:8][CH:9]([CH3:11])[CH3:10].